From a dataset of Catalyst prediction with 721,799 reactions and 888 catalyst types from USPTO. Predict which catalyst facilitates the given reaction. (1) Product: [CH2:17]([O:16][C:14]([CH2:13][CH2:12][CH2:11][O:1][C:2]1[CH:9]=[CH:8][C:5]([CH:6]=[O:7])=[CH:4][CH:3]=1)=[O:15])[CH3:18]. Reactant: [OH:1][C:2]1[CH:9]=[CH:8][C:5]([CH:6]=[O:7])=[CH:4][CH:3]=1.Br[CH2:11][CH2:12][CH2:13][C:14]([O:16][CH2:17][CH3:18])=[O:15].C(=O)([O-])[O-].[K+].[K+]. The catalyst class is: 10. (2) The catalyst class is: 1. Product: [Cl:9][C:10]1[CH:15]=[C:14]([I:16])[CH:13]=[C:12]([Cl:17])[C:11]=1[CH3:2]. Reactant: [Li+].[CH3:2]C([N-]C(C)C)C.[Cl:9][C:10]1[CH:15]=[C:14]([I:16])[CH:13]=[C:12]([Cl:17])[CH:11]=1.COS(OC)(=O)=O. (3) Reactant: C[O:2][C:3](=[O:22])[CH:4]([C:6]1[CH:15]=[CH:14][C:13]2[C:8](=[CH:9][CH:10]=[C:11]([O:16][CH2:17][C:18]([O:20]C)=[O:19])[CH:12]=2)[CH:7]=1)[CH3:5].Cl. Product: [C:18]([CH2:17][O:16][C:11]1[CH:12]=[C:13]2[C:8](=[CH:9][CH:10]=1)[CH:7]=[C:6]([CH:4]([CH3:5])[C:3]([OH:22])=[O:2])[CH:15]=[CH:14]2)([OH:20])=[O:19]. The catalyst class is: 74.